From a dataset of Catalyst prediction with 721,799 reactions and 888 catalyst types from USPTO. Predict which catalyst facilitates the given reaction. Reactant: [F:1][C:2]1[CH:7]=[CH:6][C:5]([CH:8]2[CH2:12][CH2:11][NH:10][C:9]2=[O:13])=[CH:4][CH:3]=1.CC([O-])(C)C.[K+].Br[CH2:21][C:22]([O:24]CC)=[O:23].[OH-].[Na+]. Product: [F:1][C:2]1[CH:7]=[CH:6][C:5]([CH:8]2[CH2:12][CH2:11][N:10]([CH2:21][C:22]([OH:24])=[O:23])[C:9]2=[O:13])=[CH:4][CH:3]=1. The catalyst class is: 54.